The task is: Predict the reactants needed to synthesize the given product.. This data is from Full USPTO retrosynthesis dataset with 1.9M reactions from patents (1976-2016). (1) Given the product [CH3:26][O:25][C:22]1[CH:23]=[C:24]2[C:19](=[CH:20][C:21]=1[O:27][CH3:28])[CH:18]=[N:17][CH:16]=[C:15]2[CH2:14][C:11]1[NH:10][C:9]2[C:8](=[O:29])[N:7]([CH3:30])[C:6](=[O:31])[N:5]([CH2:2][CH2:3][CH2:4][OH:32])[C:13]=2[N:12]=1, predict the reactants needed to synthesize it. The reactants are: Cl.[CH2:2]([N:5]1[C:13]2[N:12]=[C:11]([CH2:14][C:15]3[C:24]4[C:19](=[CH:20][C:21]([O:27][CH3:28])=[C:22]([O:25][CH3:26])[CH:23]=4)[CH:18]=[N:17][CH:16]=3)[NH:10][C:9]=2[C:8](=[O:29])[N:7]([CH3:30])[C:6]1=[O:31])[CH:3]=[CH2:4].[OH-:32].[Na+].OO. (2) The reactants are: [CH:1]1([N:6]2[CH2:12][C@@:11]([CH2:14][CH3:15])([CH3:13])[C:10](=[O:16])[N:9]([CH3:17])[C:8]3[CH:18]=[N:19][C:20]([NH:22][C:23]4[CH:31]=[CH:30][C:26]([C:27](O)=[O:28])=[CH:25][C:24]=4[O:32][CH3:33])=[N:21][C:7]2=3)[CH2:5][CH2:4][CH2:3][CH2:2]1.C[CH2:35][N:36]([CH:40]([CH3:42])C)[CH:37]([CH3:39])C.[CH3:43][N:44](C(ON1N=NC2C=CC=NC1=2)=[N+](C)C)C.F[P-](F)(F)(F)(F)F. Given the product [CH:1]1([N:6]2[CH2:12][C@@:11]([CH2:14][CH3:15])([CH3:13])[C:10](=[O:16])[N:9]([CH3:17])[C:8]3[CH:18]=[N:19][C:20]([NH:22][C:23]4[CH:31]=[CH:30][C:26]([C:27]([NH:44][CH:43]5[CH2:39][CH2:37][N:36]([CH3:35])[CH2:40][CH2:42]5)=[O:28])=[CH:25][C:24]=4[O:32][CH3:33])=[N:21][C:7]2=3)[CH2:5][CH2:4][CH2:3][CH2:2]1, predict the reactants needed to synthesize it. (3) Given the product [CH2:1]([C:3]1[CH:8]=[C:7]([I:10])[CH:6]=[CH:5][C:4]=1[OH:9])[CH3:2], predict the reactants needed to synthesize it. The reactants are: [CH2:1]([C:3]1[CH:8]=[CH:7][CH:6]=[CH:5][C:4]=1[OH:9])[CH3:2].[I:10]I. (4) Given the product [Cl:1][C:2]1[CH:3]=[CH:4][C:5]([C:28]([F:31])([F:30])[F:29])=[C:6]([CH:27]=1)[CH2:7][N:8]1[CH2:13][CH2:12][NH:11][C:10]2[N:14]=[CH:15][C:16]([C:18]3[CH:19]=[CH:20][C:21]([C:22]([NH:40][CH2:32][CH2:33][C:34]4[CH:39]=[CH:38][CH:37]=[CH:36][CH:35]=4)=[O:24])=[CH:25][CH:26]=3)=[CH:17][C:9]1=2, predict the reactants needed to synthesize it. The reactants are: [Cl:1][C:2]1[CH:3]=[CH:4][C:5]([C:28]([F:31])([F:30])[F:29])=[C:6]([CH:27]=1)[CH2:7][N:8]1[CH2:13][CH2:12][NH:11][C:10]2[N:14]=[CH:15][C:16]([C:18]3[CH:26]=[CH:25][C:21]([C:22]([OH:24])=O)=[CH:20][CH:19]=3)=[CH:17][C:9]1=2.[CH2:32]([NH2:40])[CH2:33][C:34]1[CH:39]=[CH:38][CH:37]=[CH:36][CH:35]=1. (5) Given the product [CH:1]([N:4]([CH2:8][CH2:9][CH:10]([C:17]1[CH:22]=[C:21]([CH3:23])[CH:20]=[CH:19][C:18]=1[OH:24])[C:11]1[CH:12]=[CH:13][CH:14]=[CH:15][CH:16]=1)[CH:5]([CH3:7])[CH3:6])([CH3:2])[CH3:3], predict the reactants needed to synthesize it. The reactants are: [CH:1]([N:4]([CH2:8][CH2:9][CH:10]([C:17]1[CH:22]=[C:21]([CH3:23])[CH:20]=[CH:19][C:18]=1[O:24]S(C1C=CC(C)=CC=1)(=O)=O)[C:11]1[CH:16]=[CH:15][CH:14]=[CH:13][CH:12]=1)[CH:5]([CH3:7])[CH3:6])([CH3:3])[CH3:2].CC(C)([O-])C.[K+]. (6) Given the product [OH:1][C:2]1[N:11]=[CH:10][C:9]([I:43])=[C:8]2[C:3]=1[CH:4]=[C:5]([C:30]1[CH:31]=[CH:32][CH:33]=[CH:34][CH:35]=1)[C:6]([C:12]1[CH:17]=[CH:16][C:15]([C:18]3([NH:22][C:23](=[O:29])[O:24][C:25]([CH3:28])([CH3:27])[CH3:26])[CH2:21][CH2:20][CH2:19]3)=[CH:14][CH:13]=1)=[N:7]2, predict the reactants needed to synthesize it. The reactants are: [OH:1][C:2]1[N:11]=[CH:10][CH:9]=[C:8]2[C:3]=1[CH:4]=[C:5]([C:30]1[CH:35]=[CH:34][CH:33]=[CH:32][CH:31]=1)[C:6]([C:12]1[CH:17]=[CH:16][C:15]([C:18]3([NH:22][C:23](=[O:29])[O:24][C:25]([CH3:28])([CH3:27])[CH3:26])[CH2:21][CH2:20][CH2:19]3)=[CH:14][CH:13]=1)=[N:7]2.C1C(=O)N([I:43])C(=O)C1. (7) Given the product [Br:1][C:2]1[CH:7]=[C:6]([Br:8])[CH:5]=[CH:4][C:3]=1[NH:9][C:10]([C:11]1[CH:16]=[CH:15][C:14]([F:17])=[CH:13][CH:12]=1)=[S:28], predict the reactants needed to synthesize it. The reactants are: [Br:1][C:2]1[CH:7]=[C:6]([Br:8])[CH:5]=[CH:4][C:3]=1[NH:9][C:10](=O)[C:11]1[CH:16]=[CH:15][C:14]([F:17])=[CH:13][CH:12]=1.COC1C=CC(P2(=S)SP(=S)(C3C=CC(OC)=CC=3)[S:28]2)=CC=1. (8) Given the product [CH2:1]([O:8][CH2:9][CH2:10][CH2:11][C:12]1[CH:17]=[CH:16][C:15]([CH2:18][C:19]2[C:20]([O:28][C@@H:38]3[O:39][C@H:34]([CH2:33][O:32][C:30](=[O:31])[CH3:29])[C@@H:35]([O:49][C:50](=[O:51])[CH3:52])[C@H:36]([O:45][C:46](=[O:47])[CH3:48])[C@H:37]3[O:41][C:42](=[O:43])[CH3:44])=[N:21][NH:22][C:23]=2[C:24]([F:27])([F:26])[F:25])=[CH:14][CH:13]=1)[C:2]1[CH:7]=[CH:6][CH:5]=[CH:4][CH:3]=1, predict the reactants needed to synthesize it. The reactants are: [CH2:1]([O:8][CH2:9][CH2:10][CH2:11][C:12]1[CH:17]=[CH:16][C:15]([CH2:18][C:19]2[C:20](=[O:28])[NH:21][NH:22][C:23]=2[C:24]([F:27])([F:26])[F:25])=[CH:14][CH:13]=1)[C:2]1[CH:7]=[CH:6][CH:5]=[CH:4][CH:3]=1.[CH3:29][C:30]([O:32][CH2:33][C@H:34]1[O:39][C@H:38](Br)[C@H:37]([O:41][C:42]([CH3:44])=[O:43])[C@@H:36]([O:45][C:46]([CH3:48])=[O:47])[C@@H:35]1[O:49][C:50]([CH3:52])=[O:51])=[O:31].C(=O)([O-])[O-].[K+].[K+]. (9) Given the product [CH2:1]([C:5]1=[CH:6][N:7]([C:24]([CH3:25])([CH3:26])[CH3:27])[S:8]/[C:9]/1=[N:10]\[C:11]([C@@H:13]1[CH2:17][CH2:16][C@:15]([CH3:21])([C:18]([NH:32][CH2:31][CH2:29][OH:30])=[O:20])[C:14]1([CH3:23])[CH3:22])=[O:12])[CH2:2][CH2:3][CH3:4], predict the reactants needed to synthesize it. The reactants are: [CH2:1]([C:5]1=[CH:6][N:7]([C:24]([CH3:27])([CH3:26])[CH3:25])[S:8]/[C:9]/1=[N:10]\[C:11]([C@@H:13]1[CH2:17][CH2:16][C@:15]([CH3:21])([C:18]([OH:20])=O)[C:14]1([CH3:23])[CH3:22])=[O:12])[CH2:2][CH2:3][CH3:4].Cl.[CH2:29]([CH2:31][NH2:32])[OH:30]. (10) The reactants are: [H-].[Na+].[CH2:3]([O:5][C:6]([CH2:8]P(=O)(OCC)OCC)=[O:7])[CH3:4].[Cl:17][C:18]1[CH:19]=[C:20]([CH:23]=[CH:24][CH:25]=1)[CH:21]=O. Given the product [CH2:3]([O:5][C:6](=[O:7])/[CH:8]=[CH:21]/[C:20]1[CH:23]=[CH:24][CH:25]=[C:18]([Cl:17])[CH:19]=1)[CH3:4], predict the reactants needed to synthesize it.